This data is from TCR-epitope binding with 47,182 pairs between 192 epitopes and 23,139 TCRs. The task is: Binary Classification. Given a T-cell receptor sequence (or CDR3 region) and an epitope sequence, predict whether binding occurs between them. (1) The epitope is KTSVDCTMYI. The TCR CDR3 sequence is CASSLGVGDVTEAFF. Result: 1 (the TCR binds to the epitope). (2) The epitope is IQYIDIGNY. The TCR CDR3 sequence is CASSYTHTGELFF. Result: 1 (the TCR binds to the epitope). (3) The epitope is ITEEVGHTDLMAAY. The TCR CDR3 sequence is CATSGGLAGVDEQFF. Result: 1 (the TCR binds to the epitope). (4) The epitope is RISNCVADY. The TCR CDR3 sequence is CASSLGGKNTYEQYF. Result: 1 (the TCR binds to the epitope). (5) The epitope is TLIGDCATV. The TCR CDR3 sequence is CATSEGGANTGELFF. Result: 1 (the TCR binds to the epitope). (6) The epitope is ALLADKFPV. The TCR CDR3 sequence is CASSFTSGGNQPQHF. Result: 0 (the TCR does not bind to the epitope).